From a dataset of Aqueous solubility values for 9,982 compounds from the AqSolDB database. Regression/Classification. Given a drug SMILES string, predict its absorption, distribution, metabolism, or excretion properties. Task type varies by dataset: regression for continuous measurements (e.g., permeability, clearance, half-life) or binary classification for categorical outcomes (e.g., BBB penetration, CYP inhibition). For this dataset (solubility_aqsoldb), we predict Y. The molecule is CC(=O)OC1CCC2(C)C(=CCC3C4CCC(=O)C4(C)CCC32)C1. The Y is -4.53 log mol/L.